This data is from Reaction yield outcomes from USPTO patents with 853,638 reactions. The task is: Predict the reaction yield, written as a fraction of the theoretical maximum amount of product (1.0 means a 100% yield; for example, 0.34 means a 34% yield). (1) The reactants are I[C:2]1[C:3]([NH2:9])=[N:4][C:5]([NH2:8])=[CH:6][CH:7]=1.[F:10][C:11]1[CH:12]=[CH:13][C:14]([O:20][CH2:21][CH2:22][CH3:23])=[C:15](B(O)O)[CH:16]=1.C(=O)([O-])[O-].[Na+].[Na+].C(P(C(C)(C)C)C(C)(C)C)(C)(C)C. The catalyst is C(O)C.O.C(=CC(C=CC1C=CC=CC=1)=O)C1C=CC=CC=1.C(=CC(C=CC1C=CC=CC=1)=O)C1C=CC=CC=1.[Pd].CCCCCCC. The product is [F:10][C:11]1[CH:16]=[CH:15][C:14]([O:20][CH2:21][CH2:22][CH3:23])=[C:13]([C:2]2[C:3]([NH2:9])=[N:4][C:5]([NH2:8])=[CH:6][CH:7]=2)[CH:12]=1. The yield is 0.350. (2) The reactants are C([O:4][C:5]1[CH:6]=[C:7]2[C:12](=[C:13]([F:15])[CH:14]=1)[NH:11][C:10](=[O:16])[CH2:9][CH2:8]2)(=O)C.[OH-].[Na+]. The catalyst is CO. The product is [F:15][C:13]1[CH:14]=[C:5]([OH:4])[CH:6]=[C:7]2[C:12]=1[NH:11][C:10](=[O:16])[CH2:9][CH2:8]2. The yield is 0.440. (3) The reactants are OO.FC(F)(F)C(OC(=O)C(F)(F)F)=[O:6].[CH3:16][C:17]1[CH:18]=[CH:19][C:20]2[N+:25]([O-:26])=[N:24][C:23]([NH:27][CH2:28][CH2:29][CH2:30][N:31]3[CH2:36][CH2:35][O:34][CH2:33][CH2:32]3)=[N:22][C:21]=2[CH:37]=1.FC(F)(F)C(O)=O. The catalyst is C(Cl)Cl.C(Cl)(Cl)Cl.N. The product is [CH3:16][C:17]1[CH:18]=[CH:19][C:20]2[N+:25]([O-:26])=[N:24][C:23]([NH:27][CH2:28][CH2:29][CH2:30][N:31]3[CH2:36][CH2:35][O:34][CH2:33][CH2:32]3)=[N+:22]([O-:6])[C:21]=2[CH:37]=1. The yield is 0.320. (4) The reactants are [ClH:1].[NH2:2][CH2:3][C:4]1[CH:12]=[CH:11][CH:10]=[C:9]2[C:5]=1[C:6](=[O:22])[N:7]([CH:14]1[CH2:19][CH2:18][C:17](=[O:20])[NH:16][C:15]1=[O:21])[C:8]2=[O:13].C(N(C(C)C)CC)(C)C.F[C:33]1[CH:34]=[C:35]([CH:39]=C(F)[CH:41]=1)[C:36](Cl)=[O:37].[CH2:43]([Cl:45])Cl. No catalyst specified. The product is [Cl:1][C:33]1[CH:34]=[C:35]([CH:39]=[C:43]([Cl:45])[CH:41]=1)[C:36]([NH:2][CH2:3][C:4]1[CH:12]=[CH:11][CH:10]=[C:9]2[C:5]=1[C:6](=[O:22])[N:7]([CH:14]1[CH2:19][CH2:18][C:17](=[O:20])[NH:16][C:15]1=[O:21])[C:8]2=[O:13])=[O:37]. The yield is 0.760. (5) The reactants are [OH:1][C:2]1[CH:3]=[C:4]([CH:19]=[CH:20][CH:21]=1)[CH2:5][NH:6][C:7]([C:9]1[CH:10]=[C:11]2[C:16](=[CH:17][CH:18]=1)[N:15]=[CH:14][CH:13]=[CH:12]2)=[O:8].[OH-].[Na+].[CH:24]1([CH2:27]Br)[CH2:26][CH2:25]1.[I-].[Na+]. The catalyst is C(#N)C.O.FC(F)(F)C(O)=O.O1CCCC1. The product is [CH:24]1([CH2:27][O:1][C:2]2[CH:3]=[C:4]([CH:19]=[CH:20][CH:21]=2)[CH2:5][NH:6][C:7]([C:9]2[CH:10]=[C:11]3[C:16](=[CH:17][CH:18]=2)[N:15]=[CH:14][CH:13]=[CH:12]3)=[O:8])[CH2:26][CH2:25]1. The yield is 0.200. (6) The reactants are [ClH:1].[Cl:2][C:3]1[CH:8]=[CH:7][C:6](/[CH:9]=[CH:10]/[CH:11]=[CH:12]/[C:13]([N:15]2[CH2:20][CH2:19][N:18]([CH2:21][CH:22]3[CH2:27][CH2:26][CH:25]([CH2:28][N:29]4[CH2:34][CH2:33][N:32]([C:35](=[O:47])/[CH:36]=[CH:37]/[CH:38]=[CH:39]/[C:40]5[CH:45]=[CH:44][C:43]([Cl:46])=[CH:42][CH:41]=5)[CH2:31][CH2:30]4)[CH2:24][CH2:23]3)[CH2:17][CH2:16]2)=[O:14])=[CH:5][CH:4]=1. The catalyst is C(O)C. The product is [ClH:2].[ClH:1].[Cl:46][C:43]1[CH:42]=[CH:41][C:40](/[CH:39]=[CH:38]/[CH:37]=[CH:36]/[C:35]([N:32]2[CH2:33][CH2:34][N:29]([CH2:28][CH:25]3[CH2:26][CH2:27][CH:22]([CH2:21][N:18]4[CH2:19][CH2:20][N:15]([C:13](=[O:14])/[CH:12]=[CH:11]/[CH:10]=[CH:9]/[C:6]5[CH:5]=[CH:4][C:3]([Cl:2])=[CH:8][CH:7]=5)[CH2:16][CH2:17]4)[CH2:23][CH2:24]3)[CH2:30][CH2:31]2)=[O:47])=[CH:45][CH:44]=1. The yield is 0.500. (7) The reactants are [C:1]1([S:7]([N:10]2[CH2:14][CH:13]=[CH:12][CH2:11]2)(=[O:9])=[O:8])[CH:6]=[CH:5][CH:4]=[CH:3][CH:2]=1.ClC1C=C(C=CC=1)C(OO)=[O:20]. The catalyst is ClCCl. The product is [C:1]1([S:7]([N:10]2[CH2:11][CH:12]3[O:20][C:13]3=[CH:14]2)(=[O:9])=[O:8])[CH:2]=[CH:3][CH:4]=[CH:5][CH:6]=1. The yield is 0.720.